Dataset: Peptide-MHC class II binding affinity with 134,281 pairs from IEDB. Task: Regression. Given a peptide amino acid sequence and an MHC pseudo amino acid sequence, predict their binding affinity value. This is MHC class II binding data. (1) The peptide sequence is ISEAGQAMASTEGNV. The MHC is HLA-DPA10201-DPB10501 with pseudo-sequence HLA-DPA10201-DPB10501. The binding affinity (normalized) is 0. (2) The peptide sequence is LSYRSLQPETFAVVD. The MHC is DRB1_0101 with pseudo-sequence DRB1_0101. The binding affinity (normalized) is 0.647.